The task is: Predict the reactants needed to synthesize the given product.. This data is from Full USPTO retrosynthesis dataset with 1.9M reactions from patents (1976-2016). (1) The reactants are: C[O:2][C:3]1[C:8]2[O:9][C:10]3[C:15]([C:7]=2[CH:6]=[CH:5][CH:4]=1)=[CH:14][CH:13]=[C:12]([CH3:16])[N:11]=3.Cl.N1C=CC=CC=1.C(=O)(O)[O-].[Na+]. Given the product [CH3:16][C:12]1[N:11]=[C:10]2[O:9][C:8]3[C:3]([OH:2])=[CH:4][CH:5]=[CH:6][C:7]=3[C:15]2=[CH:14][CH:13]=1, predict the reactants needed to synthesize it. (2) Given the product [ClH:32].[ClH:32].[NH2:1][C:2]1[S:14][C:13]2[CH2:12][C@@H:11]3[C@H:6]([CH2:7][C@@H:8]([C:16]([N:18]([CH2:27][CH2:28][CH3:29])[C:19]([NH:21][CH2:22][CH2:23][N:24]([CH3:26])[CH3:25])=[O:20])=[O:17])[CH2:9][N:10]3[CH3:15])[CH2:5][C:4]=2[C:3]=1[C:30]#[N:31], predict the reactants needed to synthesize it. The reactants are: [NH2:1][C:2]1[S:14][C:13]2[CH2:12][C@@H:11]3[C@H:6]([CH2:7][C@@H:8]([C:16]([N:18]([CH2:27][CH2:28][CH3:29])[C:19]([NH:21][CH2:22][CH2:23][N:24]([CH3:26])[CH3:25])=[O:20])=[O:17])[CH2:9][N:10]3[CH3:15])[CH2:5][C:4]=2[C:3]=1[C:30]#[N:31].[ClH:32]. (3) The reactants are: [Br:1][C:2]1[CH:7]=[C:6]([Cl:8])[CH:5]=[C:4]([Cl:9])[C:3]=1[OH:10].C([O-])([O-])=O.[K+].[K+].[F:17][CH:18]([F:25])[CH2:19]OS(C)(=O)=O. Given the product [Br:1][C:2]1[CH:7]=[C:6]([Cl:8])[CH:5]=[C:4]([Cl:9])[C:3]=1[O:10][CH2:19][CH:18]([F:25])[F:17], predict the reactants needed to synthesize it. (4) Given the product [F:18][C:11]1[CH:12]=[C:13]([F:17])[C:14]([F:16])=[CH:15][C:10]=1[CH2:9][CH2:4][CH2:5][CH:6]=[O:7], predict the reactants needed to synthesize it. The reactants are: N([C@H:4]([CH2:9][C:10]1[CH:15]=[C:14]([F:16])[C:13]([F:17])=[CH:12][C:11]=1[F:18])[CH2:5][C:6](O)=[O:7])=[N+]=[N-].N1C=CN=N1. (5) Given the product [OH:26][C:7]1[C:8]2[N:9]([C:20]3[CH:21]=[CH:22][CH:23]=[CH:24][CH:25]=3)[C:10]3[CH:11]=[CH:12][CH:13]=[CH:14][C:15]=3[C:16]=2[C:17]([CH3:19])=[N:18][C:6]=1[C:4]([NH:27][CH2:28][C:29]([OH:31])=[O:30])=[O:5], predict the reactants needed to synthesize it. The reactants are: C(O[C:4]([C:6]1[N:18]=[C:17]([CH3:19])[C:16]2[C:15]3[CH:14]=[CH:13][CH:12]=[CH:11][C:10]=3[N:9]([C:20]3[CH:25]=[CH:24][CH:23]=[CH:22][CH:21]=3)[C:8]=2[C:7]=1[OH:26])=[O:5])C.[NH2:27][CH2:28][C:29]([OH:31])=[O:30].C[O-].[Na+].CO. (6) Given the product [CH2:5]([O:8][C:9]([O:11][C@H:12]1[C@H:25]([O:26][P:27]2(=[O:38])[O:33][CH2:32][C:31]3[CH:34]=[CH:35][CH:36]=[CH:37][C:30]=3[CH2:29][O:28]2)[C@@H:24]([CH2:39][O:40][CH2:41][C:42]2[CH:47]=[CH:46][CH:45]=[CH:44][CH:43]=2)[O:23][C@@H:14]([O:15][Si:16]([C:19]([CH3:22])([CH3:21])[CH3:20])([CH3:18])[CH3:17])[C@@H:13]1[NH:48][C:51]([O:53][CH2:54][CH:55]1[C:56]2[CH:57]=[CH:58][CH:59]=[CH:60][C:61]=2[C:62]2[C:67]1=[CH:66][CH:65]=[CH:64][CH:63]=2)=[O:52])=[O:10])[CH:6]=[CH2:7], predict the reactants needed to synthesize it. The reactants are: C(O)(=O)C.[CH2:5]([O:8][C:9]([O:11][C@H:12]1[C@H:25]([O:26][P:27]2(=[O:38])[O:33][CH2:32][C:31]3[CH:34]=[CH:35][CH:36]=[CH:37][C:30]=3[CH2:29][O:28]2)[C@@H:24]([CH2:39][O:40][CH2:41][C:42]2[CH:47]=[CH:46][CH:45]=[CH:44][CH:43]=2)[O:23][C@@H:14]([O:15][Si:16]([C:19]([CH3:22])([CH3:21])[CH3:20])([CH3:18])[CH3:17])[C@@H:13]1[N:48]=[N+]=[N-])=[O:10])[CH:6]=[CH2:7].[C:51](Cl)([O:53][CH2:54][CH:55]1[C:67]2[C:62](=[CH:63][CH:64]=[CH:65][CH:66]=2)[C:61]2[C:56]1=[CH:57][CH:58]=[CH:59][CH:60]=2)=[O:52].CCN(C(C)C)C(C)C. (7) The reactants are: [NH2:1][C:2]1[C:3]([C:7]2[N:8]([CH2:18][CH3:19])[C:9]3[C:14]([OH:15])=[CH:13][N:12]=[C:11]([Cl:16])[C:10]=3[N:17]=2)=[N:4][O:5][N:6]=1.C(=O)([O-])[O-].[Cs+].[Cs+].[Br:26][CH2:27][CH2:28][CH2:29]Br. Given the product [Br:26][CH2:27][CH2:28][CH2:29][O:15][C:14]1[C:9]2[N:8]([CH2:18][CH3:19])[C:7]([C:3]3[C:2]([NH2:1])=[N:6][O:5][N:4]=3)=[N:17][C:10]=2[C:11]([Cl:16])=[N:12][CH:13]=1, predict the reactants needed to synthesize it. (8) Given the product [F:1][C:2]1[N:10]=[C:9]2[C:5]([N:6]=[CH:7][N:8]2[C:12]2[CH:17]=[CH:16][CH:15]=[CH:14][CH:13]=2)=[C:4]([Cl:11])[N:3]=1, predict the reactants needed to synthesize it. The reactants are: [F:1][C:2]1[N:10]=[C:9]2[C:5]([NH:6][CH:7]=[N:8]2)=[C:4]([Cl:11])[N:3]=1.[C:12]1(B(O)O)[CH:17]=[CH:16][CH:15]=[CH:14][CH:13]=1.C(N(CC)CC)C. (9) Given the product [Cl:1][C:2]1[CH:11]=[C:10]2[C:5]([C:6]([N:12]3[CH2:17][CH2:16][N:15]([C:18]([NH:20][CH:21]4[CH2:27][CH2:26][CH2:25][CH2:24][CH:23]([O:28][CH3:31])[CH2:22]4)=[O:19])[CH2:14][CH2:13]3)=[CH:7][CH:8]=[N:9]2)=[CH:4][CH:3]=1, predict the reactants needed to synthesize it. The reactants are: [Cl:1][C:2]1[CH:11]=[C:10]2[C:5]([C:6]([N:12]3[CH2:17][CH2:16][N:15]([C:18]([NH:20][CH:21]4[CH2:27][CH2:26][CH2:25][CH2:24][CH:23]([OH:28])[CH2:22]4)=[O:19])[CH2:14][CH2:13]3)=[CH:7][CH:8]=[N:9]2)=[CH:4][CH:3]=1.[H-].[Na+].[CH3:31]I.